This data is from Experimentally validated miRNA-target interactions with 360,000+ pairs, plus equal number of negative samples. The task is: Binary Classification. Given a miRNA mature sequence and a target amino acid sequence, predict their likelihood of interaction. (1) The miRNA is hsa-miR-766-3p with sequence ACUCCAGCCCCACAGCCUCAGC. The protein sequence of the target gene is MKHLYGLFHYNPMMLGLESLPDPTDTWEIIETIGKGTYGKVYKVTNKRDGSLAAVKILDPVSDMDEEIEAEYNILQFLPNHPNVVKFYGMFYKADHCVGGQLWLVLELCNGGSVTELVKGLLRCGQRLDEAMISYILYGALLGLQHLHNNRIIHRDVKGNNILLTTEGGVKLVDFGVSAQLTSTRLRRNTSVGTPFWMAPEVIACEQQYDSSYDARCDVWSLGITAIELGDGDPPLFDMHPVKTLFKIPRNPPPTLLHPEKWCEEFNHFISQCLIKDFERRPSVTHLLDHPFIKGVHGKV.... Result: 0 (no interaction). (2) The miRNA is hsa-miR-759 with sequence GCAGAGUGCAAACAAUUUUGAC. The protein sequence of the target gene is MDTKTQSLPNTHAQPHSNSRPQSHACHHCSCSQHCQSRSRSRSCRSRSSSRRPRSHRSPTGRQGQSPGPSPPLRRHRHTMHSHQCPSRPVTHSCSHSKNRKNLEGKVIKRKQVKRSKQVYKRKRQSSGRKYN. Result: 0 (no interaction). (3) The miRNA is hsa-miR-4726-3p with sequence ACCCAGGUUCCCUCUGGCCGCA. The protein sequence of the target gene is MKLPKGTRSSVYFAQHPEKEPLPSRQEVKQTPVIMAKIKGPGPAKYLRPSCTGYIDHDISMFKAPAYTLHSRHSEKRMVCHSSPGPCYLLDPKITRFGMSSCPQVPMEERISNLRLNPTLASCQYYFEKIHPPGERRAPQYTFGYRRPYRVMDLNPAPNQYQMPLLLGPNTPVSRAAPCYSLASRDKNWFYKEDVAGGPGPTTYARPEPSIYQNRSPTYSMAKRFAYPLDLTPRPGPGSHEVQQVTVHKPHIPAFTMGIKHSLHLCPLVIDIRD. Result: 0 (no interaction). (4) Result: 0 (no interaction). The protein sequence of the target gene is MLDPSSSEEESDEGLEEESRDVLVAAGSSQRAPPAPTREGRRDAPGRAGGGGAARSVSPSPSVLSEGRDEPQRQLDDEQERRIRLQLYVFVVRCIAYPFNAKQPTDMARRQQKLNKQQLQLLKERFQAFLNGETQIVADEAFCNAVRSYYEVFLKSDRVARMVQSGGCSANDFREVFKKNIEKRVRSLPEIDGLSKETVLSSWIAKYDAIYRGEEDLCKQPNRMALSAVSELILSKEQLYEMFQQILGIKKLEHQLLYNACQLDNADEQAAQIRRELDGRLQLADKMAKERKFPKFIAKD.... The miRNA is mmu-miR-129-5p with sequence CUUUUUGCGGUCUGGGCUUGC. (5) The miRNA is mmu-miR-7680-3p with sequence ACUGCUUGUUCACUGGAAUAGG. The protein sequence of the target gene is MILLAVLFLCFFSSYSASVKGHTTGLSLNNERLYKLTYSTEVFLDGGKGKPQDSVGYKISSDVDVVLLWRNPDGDDDQVIQVTITAVNVENAGQQRGEKSIFQGKSTPKIIGKDNLEALQRPMLLHLVRGKVKEFYSYENEPVGIENLKRGLASLFQMQLSSGTTNEVDISGDCKVTYQAQQDKVVKIKALDTCKIERSGFTTANQVLGVSSKATSVTTYKIEDSFVTAVLAEETRAFALNFQQTIAGKIVSKQKLELKTTEAGPRMIPGKQVAGVIKAVDSKYKAIPIVGQVLERVCKG.... Result: 0 (no interaction). (6) The miRNA is hsa-miR-6798-5p with sequence CCAGGGGGAUGGGCGAGCUUGGG. The protein sequence of the target gene is MDFSRQSFHRSLSSSSQGPALSMSGSLYRKGTVQRLGAAPSVYGGAGGHGTRISVSKAVMSYGGDLSNGSDLFGGNGKLAMQNLNDRLANYLEKVRSLEQSNSRLEAQIKQWYETNAPSTIRDYSSYYAQIKELQNQVKDAQVQNAQCVLRIDNAKLAAEDFRLKFETERGMRIAVEADLQGLSKVYDNLTLQKTDLEIQIEELNKDLALLKKEHQEEVEVLRRQLGNNVNVEVDAAPGLNLGEIMNEMRQRYEVLAQKNLQEAKEQFERQSQTLQQQVTVNTEELKGFEVQVTELRRTY.... Result: 0 (no interaction). (7) The miRNA is hsa-miR-4442 with sequence GCCGGACAAGAGGGAGG. The protein sequence of the target gene is MAAVWQQVLAVDARYNAYRTPTFPQFRTQYIRRRSQLLRENAKAGHPPALRRQYLRLRGQLLGQRYGPLSEPGSARAYSNSIVRSSRTTLDRMEDFEDDPRALGARGHRRSVSRGSYQLQAQMNRAVYEDRPPGSVVPTSVAEASRAMAGDTSLSENYAFAGMYHVFDQHVDEAVPRVRFANDDRHRLACCSLDGSISLCQLVPAPPTVLHVLRGHTRGVSDFAWSLSNDILVSTSLDATMRIWASEDGRCIREIPDPDGAELLCCTFQPVNNNLTVVGNAKHNVHVMNISTGKKVKGGS.... Result: 0 (no interaction). (8) Result: 1 (interaction). The protein sequence of the target gene is MTRTRAALLLFTALATSLGFNLDTEELTAFRVDSAGFGDSVVQYANSWVVVGAPQKITAANQTGGLYQCGYSTGACEPIGLQVPPEAVNMSLGLSLASTTSPSQLLACGPTVHHECGRNMYLTGLCFLLGPTQLTQRLPVSRQECPRQEQDIVFLIDGSGSISSRNFATMMNFVRAVISQFQRPSTQFSLMQFSNKFQTHFTFEEFRRSSNPLSLLASVHQLQGFTYTATAIQNVVHRLFHASYGARRDAAKILIVITDGKKEGDSLDYKDVIPMADAAGIIRYAIGVGLAFQNRNSWKE.... The miRNA is hsa-miR-6516-5p with sequence UUUGCAGUAACAGGUGUGAGCA. (9) The miRNA is hsa-miR-6790-3p with sequence CGACCUCGGCGACCCCUCACU. The protein sequence of the target gene is MAKLRVSYEYTEAEDKSIRLGLFLIVSGILSLFIFGFCWLSPALQDLQATAANCTVLSVQQIGEVFECTFTCGTDCRGTSQYPCVQVYVNNSESNSRALLHSDQHQLLTNPKCSYIPPCKRENQKNSESVMNWQQYWKDEIGSQPFTCYFNQHQRPEDVLLQRTHDEIALLHCFLWPVVAFVVGVLIVVLTICAKSLAVKAEAMKKRKFS. Result: 0 (no interaction).